This data is from Full USPTO retrosynthesis dataset with 1.9M reactions from patents (1976-2016). The task is: Predict the reactants needed to synthesize the given product. (1) Given the product [F:1][C:2]1[CH:3]=[C:4]([CH:5]([OH:6])[CH2:28][CH3:29])[CH:7]=[CH:8][C:9]=1[C:10]1[S:11][C:12]2[C:17]([N:18]=1)=[CH:16][CH:15]=[C:14]([C:19]1([C:22]3[CH:23]=[CH:24][CH:25]=[CH:26][CH:27]=3)[CH2:20][CH2:21]1)[N:13]=2, predict the reactants needed to synthesize it. The reactants are: [F:1][C:2]1[CH:3]=[C:4]([CH:7]=[CH:8][C:9]=1[C:10]1[S:11][C:12]2[C:17]([N:18]=1)=[CH:16][CH:15]=[C:14]([C:19]1([C:22]3[CH:27]=[CH:26][CH:25]=[CH:24][CH:23]=3)[CH2:21][CH2:20]1)[N:13]=2)[CH:5]=[O:6].[CH2:28]([Mg]Br)[CH3:29]. (2) The reactants are: [NH2:1][C:2]1[CH:20]=[C:19]([Cl:21])[C:5]([CH2:6][CH:7]2[CH2:11][CH2:10][N:9]([CH:12]3[CH2:17][CH2:16][CH2:15][CH2:14][CH2:13]3)[C:8]2=[O:18])=[C:4]([Cl:22])[CH:3]=1.C(N(CC)CC)C.[S:30](Cl)(Cl)(=[O:32])=[O:31].[C:35](=O)(O)[O-]. Given the product [Cl:22][C:4]1[CH:3]=[C:2]([NH:1][S:30]([CH3:35])(=[O:32])=[O:31])[CH:20]=[C:19]([Cl:21])[C:5]=1[CH2:6][CH:7]1[CH2:11][CH2:10][N:9]([CH:12]2[CH2:13][CH2:14][CH2:15][CH2:16][CH2:17]2)[C:8]1=[O:18], predict the reactants needed to synthesize it. (3) Given the product [Cl:1][C:2]1[N:10]=[C:9]([C:11](=[O:34])[NH:12][CH:20]([CH3:21])[CH3:19])[CH:8]=[C:7]([CH3:13])[C:3]=1[C:4]([OH:6])=[O:5], predict the reactants needed to synthesize it. The reactants are: [Cl:1][C:2]1[N:10]=[C:9]([C:11]#[N:12])[CH:8]=[C:7]([CH3:13])[C:3]=1[C:4]([OH:6])=[O:5].CCN=C=N[CH2:19][CH2:20][CH2:21]N(C)C.C1C=CC2N([OH:34])N=NC=2C=1.CCN(C(C)C)C(C)C.C(N)(C)C. (4) Given the product [Br:24][C:25]1[CH:30]=[CH:29][C:28]([C:31]2[O:33][C:35]([CH3:34])=[N:36][CH:32]=2)=[CH:27][CH:26]=1, predict the reactants needed to synthesize it. The reactants are: FC(F)(F)S(O)(=O)=O.C(O)(=O)C.C(O)(=O)C.IC1C=CC=CC=1.[Br:24][C:25]1[CH:30]=[CH:29][C:28]([C:31](=[O:33])[CH3:32])=[CH:27][CH:26]=1.[CH3:34][C:35]#[N:36]. (5) Given the product [Br:1][CH2:2][CH2:3][CH2:4][CH2:5][C:6]([NH:14][C:13]1[CH:15]=[CH:16][C:10]([I:9])=[CH:11][CH:12]=1)=[O:7], predict the reactants needed to synthesize it. The reactants are: [Br:1][CH2:2][CH2:3][CH2:4][CH2:5][C:6](Cl)=[O:7].[I:9][C:10]1[CH:16]=[CH:15][C:13]([NH2:14])=[CH:12][CH:11]=1.CCN(C(C)C)C(C)C. (6) Given the product [CH3:37][C:5]1[C:4]2[CH:3]=[C:2]([OH:1])[CH:10]=[CH:9][C:8]=2[N:7]([CH2:11][C:12]2[CH:13]=[CH:14][C:15]([O:16][CH2:17][CH2:18][N:19]3[CH2:20][CH2:21][CH2:22][CH2:23][CH2:24][CH2:25]3)=[CH:28][CH:29]=2)[C:6]=1[C:30]1[CH:35]=[CH:34][C:33]([OH:36])=[CH:32][CH:31]=1, predict the reactants needed to synthesize it. The reactants are: [OH:1][C:2]1[CH:3]=[C:4]2[C:8](=[CH:9][CH:10]=1)[N:7]([CH2:11][C:12]1[CH:29]=[CH:28][C:15]([O:16][CH2:17][CH2:18][N:19]3[C:25](=O)[CH2:24][CH2:23][CH2:22][CH2:21][C:20]3=O)=[CH:14][CH:13]=1)[C:6]([C:30]1[CH:35]=[CH:34][C:33]([OH:36])=[CH:32][CH:31]=1)=[C:5]2[CH3:37].B.